Dataset: Full USPTO retrosynthesis dataset with 1.9M reactions from patents (1976-2016). Task: Predict the reactants needed to synthesize the given product. The reactants are: [S:1]1[CH2:6][CH2:5][CH:4]([C:7]2[C:12]([F:13])=[CH:11][C:10]([N:14]3[CH2:18][C@@H:17]([CH2:19]CO)[O:16][C:15]3=[O:22])=[CH:9][C:8]=2[F:23])[CH2:3][CH2:2]1.C1(P(C2C=CC=CC=2)C2C=CC=CC=2)C=CC=CC=1.[CH3:43][C:44]1[NH:48][N:47]=[N:46][N:45]=1.CC(OC(/N=N/C(OC(C)C)=O)=O)C. Given the product [S:1]1[CH2:6][CH2:5][CH:4]([C:7]2[C:12]([F:13])=[CH:11][C:10]([N:14]3[CH2:18][C@H:17]([CH2:19][N:46]4[N:47]=[N:48][C:44]([CH3:43])=[N:45]4)[O:16][C:15]3=[O:22])=[CH:9][C:8]=2[F:23])[CH2:3][CH2:2]1, predict the reactants needed to synthesize it.